Dataset: Reaction yield outcomes from USPTO patents with 853,638 reactions. Task: Predict the reaction yield, written as a fraction of the theoretical maximum amount of product (1.0 means a 100% yield; for example, 0.34 means a 34% yield). (1) The reactants are [Cl:1][C:2]1[C:10]([O:11][CH2:12][CH2:13][CH2:14]Cl)=[CH:9][C:8]([C:16]2[N:17]([C:32]([O:34][C:35]([CH3:38])([CH3:37])[CH3:36])=[O:33])[C:18]3[C:23]([CH:24]=2)=[CH:22][C:21]([CH2:25][N:26]2[CH2:31][CH2:30][CH2:29][CH2:28][CH2:27]2)=[CH:20][CH:19]=3)=[C:7]2[C:3]=1[CH2:4][NH:5][C:6]2=[O:39].[OH:40][CH:41]1[CH2:46][CH2:45][NH:44][CH2:43][CH2:42]1.O. The catalyst is CN(C)C(=O)C. The product is [Cl:1][C:2]1[C:10]([O:11][CH2:12][CH2:13][CH2:14][N:44]2[CH2:45][CH2:46][CH:41]([OH:40])[CH2:42][CH2:43]2)=[CH:9][C:8]([C:16]2[N:17]([C:32]([O:34][C:35]([CH3:38])([CH3:37])[CH3:36])=[O:33])[C:18]3[C:23]([CH:24]=2)=[CH:22][C:21]([CH2:25][N:26]2[CH2:27][CH2:28][CH2:29][CH2:30][CH2:31]2)=[CH:20][CH:19]=3)=[C:7]2[C:3]=1[CH2:4][NH:5][C:6]2=[O:39]. The yield is 0.800. (2) The product is [C:1]([NH:9][C:10]1[N:14]([C@@H:15]2[CH2:16][CH2:17][C@H:18]([C:21]([O:23][CH3:24])=[O:22])[CH2:19][CH2:20]2)[C:13]2[CH:25]=[C:26]([CH2:29][N:37]3[C:38]([CH3:43])([CH3:42])[CH2:39][CH2:40][CH2:41][C:36]3([CH3:44])[CH3:35])[CH:27]=[CH:28][C:12]=2[N:11]=1)(=[O:8])[C:2]1[CH:3]=[CH:4][CH:5]=[CH:6][CH:7]=1. The reactants are [C:1]([NH:9][C:10]1[N:14]([C@@H:15]2[CH2:20][CH2:19][C@H:18]([C:21]([O:23][CH3:24])=[O:22])[CH2:17][CH2:16]2)[C:13]2[CH:25]=[C:26]([CH2:29]O)[CH:27]=[CH:28][C:12]=2[N:11]=1)(=[O:8])[C:2]1[CH:7]=[CH:6][CH:5]=[CH:4][CH:3]=1.S(Cl)(Cl)=O.[CH3:35][C:36]1([CH3:44])[CH2:41][CH2:40][CH2:39][C:38]([CH3:43])([CH3:42])[NH:37]1. The catalyst is C(Cl)Cl. The yield is 0.308. (3) The reactants are [CH:1]1([C:4]2[CH:34]=[CH:33][C:7]([O:8][C:9](=[CH:31][CH3:32])[C:10]([NH:12][C:13]3[CH:18]=[CH:17][C:16]([O:19][CH2:20][CH2:21][O:22][CH:23]4[CH2:28][CH2:27][CH2:26][CH2:25][O:24]4)=[C:15]([CH2:29][CH3:30])[CH:14]=3)=[O:11])=[CH:6][CH:5]=2)[CH2:3][CH2:2]1.[H-].[Na+].Br[CH2:38][CH:39]=[CH2:40]. The catalyst is CN(C=O)C. The product is [CH2:40]([N:12]([C:13]1[CH:18]=[CH:17][C:16]([O:19][CH2:20][CH2:21][O:22][CH:23]2[CH2:28][CH2:27][CH2:26][CH2:25][O:24]2)=[C:15]([CH2:29][CH3:30])[CH:14]=1)[C:10](=[O:11])[C:9]([O:8][C:7]1[CH:33]=[CH:34][C:4]([CH:1]2[CH2:3][CH2:2]2)=[CH:5][CH:6]=1)=[CH:31][CH3:32])[CH:39]=[CH2:38]. The yield is 0.920. (4) The yield is 0.880. The product is [Cl:30][C:31]1[CH:32]=[C:33]([CH:36]=[CH:37][CH:38]=1)[CH2:34][NH:35][C:25](=[O:27])[C:24]1[CH:23]=[CH:22][C:21]([CH2:20][N:12]([S:9]([C:6]2[CH:5]=[CH:4][C:3]([O:2][CH3:1])=[CH:8][CH:7]=2)(=[O:11])=[O:10])[CH2:13][C:14]2[CH:15]=[N:16][CH:17]=[CH:18][CH:19]=2)=[CH:29][CH:28]=1. No catalyst specified. The reactants are [CH3:1][O:2][C:3]1[CH:8]=[CH:7][C:6]([S:9]([N:12]([CH2:20][C:21]2[CH:29]=[CH:28][C:24]([C:25]([OH:27])=O)=[CH:23][CH:22]=2)[CH2:13][C:14]2[CH:15]=[N:16][CH:17]=[CH:18][CH:19]=2)(=[O:11])=[O:10])=[CH:5][CH:4]=1.[Cl:30][C:31]1[CH:32]=[C:33]([CH:36]=[CH:37][CH:38]=1)[CH2:34][NH2:35]. (5) The reactants are C(OC([NH:8][CH:9]1[CH2:14][CH2:13][CH:12]([N:15]2[C:20](=[O:21])[C:19]3[CH:22]=[C:23]([F:26])[CH:24]=[N:25][C:18]=3[N:17]([CH2:27][C:28]3[CH:33]=[CH:32][C:31]([F:34])=[CH:30][CH:29]=3)[C:16]2=[O:35])[CH2:11][CH2:10]1)=O)(C)(C)C.Cl.C(OCC)C. The catalyst is O1CCOCC1. The product is [NH2:8][CH:9]1[CH2:14][CH2:13][CH:12]([N:15]2[C:20](=[O:21])[C:19]3[CH:22]=[C:23]([F:26])[CH:24]=[N:25][C:18]=3[N:17]([CH2:27][C:28]3[CH:29]=[CH:30][C:31]([F:34])=[CH:32][CH:33]=3)[C:16]2=[O:35])[CH2:11][CH2:10]1. The yield is 0.880. (6) The reactants are C[Mg]I.O1CCC[CH2:5]1.C(N(CC)CC)C.C(O[C:19]([C:21]1[CH:25]=[C:24]([C:26]2[CH:31]=[CH:30][CH:29]=[C:28]([Cl:32])[CH:27]=2)[O:23][N:22]=1)=[O:20])C.Cl. The catalyst is C1(C)C=CC=CC=1. The product is [Cl:32][C:28]1[CH:27]=[C:26]([C:24]2[O:23][N:22]=[C:21]([C:19](=[O:20])[CH3:5])[CH:25]=2)[CH:31]=[CH:30][CH:29]=1. The yield is 0.600. (7) The reactants are [N:1]1[C:10]2[C:5](=[CH:6][CH:7]=[CH:8][CH:9]=2)[CH:4]=[CH:3][C:2]=1[CH:11]=[O:12].[BH4-].[Na+].O. The catalyst is CO. The product is [N:1]1[C:10]2[C:5](=[CH:6][CH:7]=[CH:8][CH:9]=2)[CH:4]=[CH:3][C:2]=1[CH2:11][OH:12]. The yield is 0.850. (8) The reactants are [H-].[Na+].[Br:3][C:4]1[C:9]([OH:10])=[CH:8][CH:7]=[CH:6][N:5]=1.I[CH3:12]. The catalyst is CN(C=O)C. The product is [Br:3][C:4]1[C:9]([O:10][CH3:12])=[CH:8][CH:7]=[CH:6][N:5]=1. The yield is 0.830. (9) The reactants are [CH3:1][C:2]1([CH3:22])[CH2:7][NH:6][CH:5]([CH2:8][C:9]([NH:11][C:12]2[CH:17]=[CH:16][C:15]([CH:18]([CH3:20])[CH3:19])=[CH:14][CH:13]=2)=[O:10])[C:4](=[O:21])[O:3]1.C(=O)([O-])[O-].[Na+].[Na+].[C:29](Cl)(=[O:31])[CH3:30]. The catalyst is ClCCl. The product is [C:29]([N:6]1[CH2:7][C:2]([CH3:1])([CH3:22])[O:3][C:4](=[O:21])[CH:5]1[CH2:8][C:9]([NH:11][C:12]1[CH:17]=[CH:16][C:15]([CH:18]([CH3:19])[CH3:20])=[CH:14][CH:13]=1)=[O:10])(=[O:31])[CH3:30]. The yield is 0.580. (10) The reactants are [H-].[H-].[H-].[H-].[Li+].[Al+3].C([O:9][C:10](=O)[C:11]([CH3:37])([CH3:36])[CH2:12][C:13]1[CH:18]=[CH:17][CH:16]=[C:15]([C:19](=[O:35])[C:20]2[CH:25]=[CH:24][CH:23]=[C:22]([CH2:26][C:27]([C:30](OCC)=[O:31])([CH3:29])[CH3:28])[CH:21]=2)[CH:14]=1)C.C(OCC)(=O)C.Cl. The catalyst is CC(OC)(C)C. The product is [OH:35][CH:19]([C:15]1[CH:16]=[CH:17][CH:18]=[C:13]([CH2:12][C:11]([CH3:37])([CH3:36])[CH2:10][OH:9])[CH:14]=1)[C:20]1[CH:21]=[C:22]([CH2:26][C:27]([CH3:29])([CH3:28])[CH2:30][OH:31])[CH:23]=[CH:24][CH:25]=1. The yield is 0.900.